Regression. Given a peptide amino acid sequence and an MHC pseudo amino acid sequence, predict their binding affinity value. This is MHC class I binding data. From a dataset of Peptide-MHC class I binding affinity with 185,985 pairs from IEDB/IMGT. (1) The peptide sequence is LLKTRFRGL. The MHC is HLA-B46:01 with pseudo-sequence HLA-B46:01. The binding affinity (normalized) is 0.0847. (2) The peptide sequence is WENNIKLTV. The MHC is HLA-B40:01 with pseudo-sequence HLA-B40:01. The binding affinity (normalized) is 0.557. (3) The peptide sequence is YYIIETEHL. The MHC is HLA-A24:03 with pseudo-sequence HLA-A24:03. The binding affinity (normalized) is 1.00. (4) The peptide sequence is QRIAVPVTK. The MHC is HLA-B48:01 with pseudo-sequence HLA-B48:01. The binding affinity (normalized) is 0.0847.